This data is from Reaction yield outcomes from USPTO patents with 853,638 reactions. The task is: Predict the reaction yield, written as a fraction of the theoretical maximum amount of product (1.0 means a 100% yield; for example, 0.34 means a 34% yield). (1) The catalyst is C1(C)C=CC=CC=1.CCOC(C)=O.C1C=CC([P]([Pd]([P](C2C=CC=CC=2)(C2C=CC=CC=2)C2C=CC=CC=2)([P](C2C=CC=CC=2)(C2C=CC=CC=2)C2C=CC=CC=2)[P](C2C=CC=CC=2)(C2C=CC=CC=2)C2C=CC=CC=2)(C2C=CC=CC=2)C2C=CC=CC=2)=CC=1. The yield is 0.690. The reactants are [CH3:1][NH:2][S:3]([CH2:6][CH2:7][C:8]1[CH:13]=[CH:12][C:11]([NH2:14])=[C:10](Br)[CH:9]=1)(=[O:5])=[O:4].CCO.[C:19]1(B(O)O)[CH2:24][CH2:23][CH2:22][CH2:21][CH:20]=1.C([O-])([O-])=O.[Na+].[Na+]. The product is [CH3:1][NH:2][S:3]([CH2:6][CH2:7][C:8]1[CH:13]=[CH:12][C:11]([NH2:14])=[C:10]([C:19]2[CH2:24][CH2:23][CH2:22][CH2:21][CH:20]=2)[CH:9]=1)(=[O:5])=[O:4]. (2) The reactants are Br[C:2]1[CH:3]=[CH:4][C:5]([C:8]([OH:10])=[O:9])=[N:6][CH:7]=1.[CH2:11](C([Sn])=C(CCCC)CCCC)[CH2:12]CC. The catalyst is O1CCOCC1.Cl[Pd](Cl)([P](C1C=CC=CC=1)(C1C=CC=CC=1)C1C=CC=CC=1)[P](C1C=CC=CC=1)(C1C=CC=CC=1)C1C=CC=CC=1. The product is [CH:11]([C:2]1[CH:3]=[CH:4][C:5]([C:8]([OH:10])=[O:9])=[N:6][CH:7]=1)=[CH2:12]. The yield is 0.945. (3) The reactants are [F:1][C:2]1[CH:17]=[CH:16][C:5]([O:6][CH2:7][C:8]2[N:13]=[CH:12][C:11]([CH:14]=O)=[CH:10][CH:9]=2)=[CH:4][CH:3]=1.[N+:18]([CH3:21])([O-:20])=[O:19].C([O-])(=O)C.[NH4+].[BH4-].[Na+]. The product is [F:1][C:2]1[CH:17]=[CH:16][C:5]([O:6][CH2:7][C:8]2[CH:9]=[CH:10][C:11]([CH2:14][CH2:21][N+:18]([O-:20])=[O:19])=[CH:12][N:13]=2)=[CH:4][CH:3]=1. The yield is 0.0838. The catalyst is O.C(O)(=O)C.CS(C)=O.C(OCC)(=O)C. (4) The reactants are [F:1][C:2]1[CH:27]=[CH:26][C:25]([F:28])=[CH:24][C:3]=1[CH2:4][N:5]1[CH2:10][CH2:9][NH:8][C:7]2[N:11]=[CH:12][C:13]([C:15]3[CH:23]=[CH:22][C:18]([C:19]([OH:21])=O)=[CH:17][CH:16]=3)=[CH:14][C:6]1=2.[N:29]1([CH:34]2[CH2:39][CH2:38][NH:37][CH2:36][CH2:35]2)[CH2:33][CH2:32][CH2:31][CH2:30]1. No catalyst specified. The product is [F:1][C:2]1[CH:27]=[CH:26][C:25]([F:28])=[CH:24][C:3]=1[CH2:4][N:5]1[CH2:10][CH2:9][NH:8][C:7]2[N:11]=[CH:12][C:13]([C:15]3[CH:23]=[CH:22][C:18]([C:19]([N:37]4[CH2:38][CH2:39][CH:34]([N:29]5[CH2:33][CH2:32][CH2:31][CH2:30]5)[CH2:35][CH2:36]4)=[O:21])=[CH:17][CH:16]=3)=[CH:14][C:6]1=2. The yield is 0.470. (5) The reactants are [OH:1][N:2]=[C:3](Cl)[C:4]1[C:8]([NH:9][CH2:10][CH2:11][O:12][CH3:13])=[N:7][O:6][N:5]=1.[Br:15][C:16]1[CH:17]=[C:18]([CH:20]=[CH:21][C:22]=1[F:23])[NH2:19].C(=O)(O)[O-].[Na+]. The catalyst is O. The product is [Br:15][C:16]1[CH:17]=[C:18]([NH:19][C:3]([C:4]2[C:8]([NH:9][CH2:10][CH2:11][O:12][CH3:13])=[N:7][O:6][N:5]=2)=[N:2][OH:1])[CH:20]=[CH:21][C:22]=1[F:23]. The yield is 0.980. (6) The reactants are [Cl:1][C:2]1[CH:3]=[N+:4]([O-:46])[CH:5]=[C:6]([Cl:45])[C:7]=1[CH2:8][C@@H:9]([C:30]1[CH:35]=[CH:34][C:33]([O:36][CH:37]([F:39])[F:38])=[C:32]([O:40][CH2:41][CH:42]2[CH2:44][CH2:43]2)[CH:31]=1)[O:10][C:11]([CH:13]1[N:17]([S:18]([C:21]2[CH:26]=[CH:25][C:24]([N+:27]([O-])=O)=[CH:23][CH:22]=2)(=[O:20])=[O:19])[CH2:16][CH2:15][S:14]1)=[O:12].O.O.[Sn](Cl)Cl. The catalyst is C1COCC1. The product is [NH2:27][C:24]1[CH:23]=[CH:22][C:21]([S:18]([N:17]2[CH2:16][CH2:15][S:14][CH:13]2[C:11]([O:10][C@H:9]([C:30]2[CH:35]=[CH:34][C:33]([O:36][CH:37]([F:38])[F:39])=[C:32]([O:40][CH2:41][CH:42]3[CH2:44][CH2:43]3)[CH:31]=2)[CH2:8][C:7]2[C:2]([Cl:1])=[CH:3][N+:4]([O-:46])=[CH:5][C:6]=2[Cl:45])=[O:12])(=[O:20])=[O:19])=[CH:26][CH:25]=1. The yield is 0.810. (7) The catalyst is COCCOC.C1C=CC([P]([Pd]([P](C2C=CC=CC=2)(C2C=CC=CC=2)C2C=CC=CC=2)([P](C2C=CC=CC=2)(C2C=CC=CC=2)C2C=CC=CC=2)[P](C2C=CC=CC=2)(C2C=CC=CC=2)C2C=CC=CC=2)(C2C=CC=CC=2)C2C=CC=CC=2)=CC=1.O. The product is [CH2:11]([C:10]1[C:3]2[C:4](=[N:5][CH:6]=[CH:7][C:2]=2[C:20]2[CH:19]=[N:18][C:27]3[C:22]([CH:21]=2)=[CH:23][CH:24]=[CH:25][CH:26]=3)[NH:8][N:9]=1)[CH3:12]. The reactants are Cl[C:2]1[CH:7]=[CH:6][N:5]=[C:4]2[N:8](C(OCC)C)[N:9]=[C:10]([CH2:11][CH3:12])[C:3]=12.[N:18]1[C:27]2[C:22](=[CH:23][CH:24]=[CH:25][CH:26]=2)[CH:21]=[C:20](B(O)O)[CH:19]=1.C(=O)([O-])[O-].[Na+].[Na+].C(OCC)(=O)C. The yield is 0.290. (8) The reactants are [Br:1][C:2]1[CH:3]=[C:4]2[C:9](=[CH:10][CH:11]=1)[CH:8]=[C:7]([C:12]1[NH:16][C:15]([CH:17]3[CH2:21][CH2:20][CH2:19][NH:18]3)=[N:14][CH:13]=1)[CH:6]=[CH:5]2.[CH3:22][O:23][C:24]([NH:26][CH:27]([CH:31]([CH3:33])[CH3:32])[C:28](O)=[O:29])=[O:25].CN(C(ON1N=NC2C=CC=NC1=2)=[N+](C)C)C.F[P-](F)(F)(F)(F)F.CN1CCOCC1. The catalyst is CN(C=O)C. The product is [CH3:22][O:23][C:24](=[O:25])[NH:26][CH:27]([C:28]([N:18]1[CH2:19][CH2:20][CH2:21][CH:17]1[C:15]1[NH:16][C:12]([C:7]2[CH:6]=[CH:5][C:4]3[C:9](=[CH:10][CH:11]=[C:2]([Br:1])[CH:3]=3)[CH:8]=2)=[CH:13][N:14]=1)=[O:29])[CH:31]([CH3:33])[CH3:32]. The yield is 0.720.